Dataset: Reaction yield outcomes from USPTO patents with 853,638 reactions. Task: Predict the reaction yield, written as a fraction of the theoretical maximum amount of product (1.0 means a 100% yield; for example, 0.34 means a 34% yield). The reactants are [Br:1]Br.[O:3]=[C:4]([C:11]1[CH:16]=[CH:15][CH:14]=[CH:13][N:12]=1)[CH2:5][C:6]([O:8][CH2:9][CH3:10])=[O:7]. The catalyst is C(Cl)(Cl)Cl. The product is [BrH:1].[Br:1][CH:5]([C:4](=[O:3])[C:11]1[CH:16]=[CH:15][CH:14]=[CH:13][N:12]=1)[C:6]([O:8][CH2:9][CH3:10])=[O:7]. The yield is 1.00.